This data is from Forward reaction prediction with 1.9M reactions from USPTO patents (1976-2016). The task is: Predict the product of the given reaction. (1) Given the reactants C(=[N:14][C:15]1[CH:16]=[CH:17][C:18]([F:31])=[C:19]([C@@:21]2([CH3:30])[NH:26][C:25](=O)[CH2:24][O:23][C:22]2([CH3:29])[CH3:28])[CH:20]=1)(C1C=CC=CC=1)C1C=CC=CC=1.COC1C=CC(P2(SP(C3C=CC(OC)=CC=3)(=S)S2)=[S:41])=CC=1.Cl.C(=O)([O-])O.[Na+], predict the reaction product. The product is: [NH2:14][C:15]1[CH:16]=[CH:17][C:18]([F:31])=[C:19]([C@@:21]2([CH3:30])[NH:26][C:25](=[S:41])[CH2:24][O:23][C:22]2([CH3:29])[CH3:28])[CH:20]=1. (2) Given the reactants [N+:1]([C:4]1[CH:5]=[C:6]([CH:9]=[CH:10][CH:11]=1)[CH:7]=[O:8])([O-:3])=[O:2].C(N(CC)CC)C.[P:19]([O-:24])([O:22][CH3:23])[O:20][CH3:21], predict the reaction product. The product is: [CH3:21][O:20][P:19]([CH:7]([OH:8])[C:6]1[CH:9]=[CH:10][CH:11]=[C:4]([N+:1]([O-:3])=[O:2])[CH:5]=1)(=[O:24])[O:22][CH3:23]. (3) Given the reactants [Cl:1][C:2]1[CH:10]=[CH:9][CH:8]=[C:7]2[C:3]=1[CH:4]=[CH:5][N:6]2[C@@H:11]1[O:28][C@H:27]([CH2:29][O:30]C(=O)C)[C@@H:22]([O:23]C(=O)C)[C@H:17]([O:18]C(=O)C)[C@H:12]1[O:13]C(=O)C.[F:34][CH2:35][CH2:36][O:37][C:38]1[CH:46]=[CH:45][C:41]([C:42](Cl)=O)=[CH:40][CH:39]=1, predict the reaction product. The product is: [Cl:1][C:2]1[CH:10]=[CH:9][CH:8]=[C:7]2[C:3]=1[C:4]([CH2:42][C:41]1[CH:40]=[CH:39][C:38]([O:37][CH2:36][CH2:35][F:34])=[CH:46][CH:45]=1)=[CH:5][N:6]2[C@@H:11]1[O:28][C@H:27]([CH2:29][OH:30])[C@@H:22]([OH:23])[C@H:17]([OH:18])[C@H:12]1[OH:13]. (4) Given the reactants [OH:1][C@H:2]1[CH2:7][CH2:6][C@H:5]([NH:8][C:9]2[N:18]=[CH:17][C:16]3[C:11](=[C:12]([O:20][CH2:21][C:22](O)=[O:23])[C:13]([CH3:19])=[CH:14][CH:15]=3)[N:10]=2)[CH2:4][CH2:3]1.[CH3:25][N:26]1CCOCC1.Cl.CN.C1C=CC2N(O)N=NC=2C=1.CCN=C=NCCCN(C)C.Cl, predict the reaction product. The product is: [OH:1][C@H:2]1[CH2:7][CH2:6][C@H:5]([NH:8][C:9]2[N:18]=[CH:17][C:16]3[C:11](=[C:12]([O:20][CH2:21][C:22]([NH:26][CH3:25])=[O:23])[C:13]([CH3:19])=[CH:14][CH:15]=3)[N:10]=2)[CH2:4][CH2:3]1. (5) Given the reactants Br[C:2]1[CH:7]=[CH:6][C:5]([C:8]([CH3:11])([CH3:10])[CH3:9])=[CH:4][C:3]=1[CH3:12].C([Li])CCC.[B:18](OC(C)C)([O:23]C(C)C)[O:19]C(C)C.Cl, predict the reaction product. The product is: [CH3:12][C:3]1[CH:4]=[C:5]([C:8]([CH3:11])([CH3:10])[CH3:9])[CH:6]=[CH:7][C:2]=1[B:18]([OH:23])[OH:19].